From a dataset of Catalyst prediction with 721,799 reactions and 888 catalyst types from USPTO. Predict which catalyst facilitates the given reaction. Reactant: [Br:1][C:2]1[CH:3]=[C:4]([CH:21]=[C:22]([C:26]([F:29])([F:28])[F:27])[C:23]=1[CH:24]=O)[C:5]([NH:7][CH2:8][C:9]1[CH:14]=[C:13]([Cl:15])[CH:12]=[CH:11][C:10]=1[S:16]([CH2:19][CH3:20])(=[O:18])=[O:17])=[O:6].[N:30]1([C:36]([O:38][C:39]([CH3:42])([CH3:41])[CH3:40])=[O:37])[CH2:35][CH2:34][NH:33][CH2:32][CH2:31]1. Product: [Br:1][C:2]1[CH:3]=[C:4]([C:5](=[O:6])[NH:7][CH2:8][C:9]2[CH:14]=[C:13]([Cl:15])[CH:12]=[CH:11][C:10]=2[S:16]([CH2:19][CH3:20])(=[O:18])=[O:17])[CH:21]=[C:22]([C:26]([F:28])([F:29])[F:27])[C:23]=1[CH2:24][N:33]1[CH2:34][CH2:35][N:30]([C:36]([O:38][C:39]([CH3:42])([CH3:41])[CH3:40])=[O:37])[CH2:31][CH2:32]1. The catalyst class is: 22.